From a dataset of Forward reaction prediction with 1.9M reactions from USPTO patents (1976-2016). Predict the product of the given reaction. (1) Given the reactants [Br:1][C:2]1[CH:3]=[C:4]2[C:10]([CH3:11])=[N:9][NH:8][C:5]2=[N:6][CH:7]=1.[CH3:12][C:13]([O:16][C:17](O[C:17]([O:16][C:13]([CH3:15])([CH3:14])[CH3:12])=[O:18])=[O:18])([CH3:15])[CH3:14].O1CCCC1, predict the reaction product. The product is: [Br:1][C:2]1[CH:3]=[C:4]2[C:10]([CH3:11])=[N:9][N:8]([C:17]([O:16][C:13]([CH3:15])([CH3:14])[CH3:12])=[O:18])[C:5]2=[N:6][CH:7]=1. (2) The product is: [CH3:1][N:2]1[CH:6]([C:7]([O:9][C:10]([CH3:11])([CH3:13])[CH3:12])=[O:8])[CH2:5][N:4]([C:16]2[CH:21]=[CH:20][CH:19]=[CH:18][N:17]=2)[C:3]1=[O:14]. Given the reactants [CH3:1][N:2]1[CH:6]([C:7]([O:9][C:10]([CH3:13])([CH3:12])[CH3:11])=[O:8])[CH2:5][NH:4][C:3]1=[O:14].Br[C:16]1[CH:21]=[CH:20][CH:19]=[CH:18][N:17]=1.C(=O)([O-])[O-].[Cs+].[Cs+].CC1(C)C2C(=C(P(C3C=CC=CC=3)C3C=CC=CC=3)C=CC=2)OC2C(P(C3C=CC=CC=3)C3C=CC=CC=3)=CC=CC1=2, predict the reaction product.